From a dataset of Catalyst prediction with 721,799 reactions and 888 catalyst types from USPTO. Predict which catalyst facilitates the given reaction. (1) Reactant: [C:1]([O:5][C:6](=[O:40])[N:7]([C@H:9]([C:11](=[O:39])[NH:12][C@@H:13]1[C:19](=[O:20])[N:18]([CH2:21][C:22]2[C:31]3[C:26](=[CH:27][CH:28]=[CH:29][CH:30]=3)[CH:25]=[CH:24][C:23]=2[CH3:32])[C:17]2[CH:33]=[CH:34][C:35]([C:37]#[N:38])=[CH:36][C:16]=2[NH:15][CH2:14]1)[CH3:10])[CH3:8])([CH3:4])([CH3:3])[CH3:2].[C:41]([OH:52])(=O)[C:42]1[CH:50]=[CH:49][C:45]([C:46]([OH:48])=O)=[CH:44][CH:43]=1.O=P(Cl)(Cl)Cl. Product: [C:1]([O:5][C:6]([N:7]([CH3:8])[C@@H:9]([CH3:10])[C:11]([NH:12][C@@H:13]1[C:19](=[O:20])[N:18]([CH2:21][C:22]2[C:31]3[C:26](=[CH:27][CH:28]=[CH:29][CH:30]=3)[CH:25]=[CH:24][C:23]=2[CH3:32])[C:17]2[CH:33]=[CH:34][C:35]([C:37]#[N:38])=[CH:36][C:16]=2[N:15]([C:46]([C:45]2[CH:44]=[CH:43][C:42]([C:41]([N:15]3[C:16]4[CH:36]=[C:35]([C:37]#[N:38])[CH:34]=[CH:33][C:17]=4[N:18]([CH2:21][C:22]4[C:31]5[C:26](=[CH:27][CH:28]=[CH:29][CH:30]=5)[CH:25]=[CH:24][C:23]=4[CH3:32])[C:19](=[O:20])[C@@H:13]([NH:12][C:11](=[O:39])[C@@H:9]([N:7]([CH3:8])[C:6](=[O:40])[O:5][C:1]([CH3:2])([CH3:4])[CH3:3])[CH3:10])[CH2:14]3)=[O:52])=[CH:50][CH:49]=2)=[O:48])[CH2:14]1)=[O:39])=[O:40])([CH3:2])([CH3:3])[CH3:4]. The catalyst class is: 17. (2) Reactant: [F:1][C:2]1[CH:37]=[C:36]([F:38])[CH:35]=[CH:34][C:3]=1[CH2:4][C:5]1[C:6]([NH:27][C:28](=[O:33])[C:29]([F:32])([F:31])[F:30])=[C:7]([C:18]2[CH:26]=[CH:25][C:21]([C:22]([OH:24])=O)=[CH:20][CH:19]=2)[C:8]2[C:15](=[O:16])[N:14]3[C@@H:10]([CH2:11][CH2:12][CH2:13]3)[C:9]=2[N:17]=1.Cl.CN(C)CCCN=C=NCC.O.ON1C2C=CC=CC=2N=N1.[NH2:62][C@H:63]1[C:71]2[C:66](=[CH:67][CH:68]=[CH:69][CH:70]=2)[CH2:65][CH2:64]1. Product: [F:1][C:2]1[CH:37]=[C:36]([F:38])[CH:35]=[CH:34][C:3]=1[CH2:4][C:5]1[C:6]([NH:27][C:28](=[O:33])[C:29]([F:30])([F:32])[F:31])=[C:7]([C:18]2[CH:26]=[CH:25][C:21]([C:22]([NH:62][C@H:63]3[C:71]4[C:66](=[CH:67][CH:68]=[CH:69][CH:70]=4)[CH2:65][CH2:64]3)=[O:24])=[CH:20][CH:19]=2)[C:8]2[C:15](=[O:16])[N:14]3[C@@H:10]([CH2:11][CH2:12][CH2:13]3)[C:9]=2[N:17]=1. The catalyst class is: 4. (3) Reactant: [CH3:1][C:2]1[NH:3][C:4](=[O:26])[C:5]([CH2:11][C:12]2[CH:17]=[CH:16][C:15]([C:18]3[C:19]([C:24]#[N:25])=[CH:20][CH:21]=[CH:22][CH:23]=3)=[CH:14][CH:13]=2)=[C:6]([CH2:8][CH2:9][CH3:10])[N:7]=1.[CH3:27][C:28]1([CH3:42])[CH2:37][C:36](=[O:38])[C:35]2[C:30](=[CH:31][CH:32]=[C:33](B(O)O)[CH:34]=2)[O:29]1.N1C=CC=CC=1.C(N(CC)CC)C. Product: [CH3:27][C:28]1([CH3:42])[CH2:37][C:36](=[O:38])[C:35]2[C:30](=[CH:31][CH:32]=[C:33]([N:3]3[C:4](=[O:26])[C:5]([CH2:11][C:12]4[CH:17]=[CH:16][C:15]([C:18]5[C:19]([C:24]#[N:25])=[CH:20][CH:21]=[CH:22][CH:23]=5)=[CH:14][CH:13]=4)=[C:6]([CH2:8][CH2:9][CH3:10])[N:7]=[C:2]3[CH3:1])[CH:34]=2)[O:29]1. The catalyst class is: 651. (4) Reactant: [CH3:1][N:2]1[CH2:15][CH2:14][C:5]2[NH:6][C:7]3[CH:8]=[CH:9][C:10]([CH3:13])=[CH:11][C:12]=3[C:4]=2[CH2:3]1.[H-].[Na+].[CH3:18][C:19]1([C:22]2[CH:23]=[N:24][CH:25]=[C:26]([CH:31]=2)[C:27]([O:29]C)=[O:28])[CH2:21][O:20]1. Product: [CH3:1][N:2]1[CH2:15][CH2:14][C:5]2[N:6]([CH2:21][C:19]([C:22]3[CH:31]=[C:26]([C:27]([OH:29])=[O:28])[CH:25]=[N:24][CH:23]=3)([OH:20])[CH3:18])[C:7]3[CH:8]=[CH:9][C:10]([CH3:13])=[CH:11][C:12]=3[C:4]=2[CH2:3]1. The catalyst class is: 3. (5) Reactant: [C:1]1([C:13]2[CH:18]=[CH:17][CH:16]=[CH:15][CH:14]=2)[CH:6]=[CH:5][C:4]([CH2:7][CH2:8][CH2:9][CH2:10][CH2:11]O)=[CH:3][CH:2]=1.C(Br)(Br)(Br)[Br:20].C1(P(C2C=CC=CC=2)C2C=CC=CC=2)C=CC=CC=1. Product: [Br:20][CH2:11][CH2:10][CH2:9][CH2:8][CH2:7][C:4]1[CH:5]=[CH:6][C:1]([C:13]2[CH:18]=[CH:17][CH:16]=[CH:15][CH:14]=2)=[CH:2][CH:3]=1. The catalyst class is: 2.